Regression. Given a peptide amino acid sequence and an MHC pseudo amino acid sequence, predict their binding affinity value. This is MHC class I binding data. From a dataset of Peptide-MHC class I binding affinity with 185,985 pairs from IEDB/IMGT. The peptide sequence is KYAEAFQMV. The MHC is HLA-B14:02 with pseudo-sequence HLA-B14:02. The binding affinity (normalized) is 0.213.